This data is from Full USPTO retrosynthesis dataset with 1.9M reactions from patents (1976-2016). The task is: Predict the reactants needed to synthesize the given product. (1) Given the product [CH3:24][N:23]1[C:19]([C:17]([NH:16][C:11]2[CH:10]=[C:9]([O:8][C:5]3[CH:6]=[N:7][C:2]([NH:1][S:32]([C:29]4[CH:30]=[CH:31][C:26]([CH3:36])=[CH:27][CH:28]=4)(=[O:34])=[O:33])=[CH:3][CH:4]=3)[CH:14]=[C:13]([CH3:15])[CH:12]=2)=[O:18])=[CH:20][C:21]([CH3:25])=[N:22]1, predict the reactants needed to synthesize it. The reactants are: [NH2:1][C:2]1[N:7]=[CH:6][C:5]([O:8][C:9]2[CH:10]=[C:11]([NH:16][C:17]([C:19]3[N:23]([CH3:24])[N:22]=[C:21]([CH3:25])[CH:20]=3)=[O:18])[CH:12]=[C:13]([CH3:15])[CH:14]=2)=[CH:4][CH:3]=1.[C:26]1([CH3:36])[CH:31]=[CH:30][C:29]([S:32](Cl)(=[O:34])=[O:33])=[CH:28][CH:27]=1. (2) Given the product [Cl:16][C:14]1[CH:13]=[C:4]([C:5]2[CH2:7][C:8](=[O:10])[N:31]([CH:29]([C:26]3[CH:27]=[CH:28][C:23]([C:21]([O:20][CH2:18][CH3:19])=[O:22])=[CH:24][CH:25]=3)[CH3:30])[N:32]=2)[CH:3]=[C:2]([Cl:1])[CH:15]=1, predict the reactants needed to synthesize it. The reactants are: [Cl:1][C:2]1[CH:3]=[C:4]([CH:13]=[C:14]([Cl:16])[CH:15]=1)[C:5]([CH2:7][C:8]([O:10]CC)=O)=O.[Cl-].[CH2:18]([O:20][C:21]([C:23]1[CH:28]=[CH:27][C:26]([CH:29]([NH2+:31][NH2:32])[CH3:30])=[CH:25][CH:24]=1)=[O:22])[CH3:19].